This data is from Reaction yield outcomes from USPTO patents with 853,638 reactions. The task is: Predict the reaction yield, written as a fraction of the theoretical maximum amount of product (1.0 means a 100% yield; for example, 0.34 means a 34% yield). (1) The reactants are [NH2:1][C:2]1[CH:7]=[CH:6][CH:5]=[C:4]([C:8]([CH:10]2[CH2:15][CH2:14][N:13]([CH3:16])[CH2:12][CH2:11]2)=[O:9])[N:3]=1.[Cl:17][C:18]1[CH:26]=[CH:25][CH:24]=[C:23]([F:27])[C:19]=1[C:20](Cl)=[O:21]. The catalyst is O1CCOCC1. The product is [ClH:17].[Cl:17][C:18]1[CH:26]=[CH:25][CH:24]=[C:23]([F:27])[C:19]=1[C:20]([NH:1][C:2]1[CH:7]=[CH:6][CH:5]=[C:4]([C:8]([CH:10]2[CH2:15][CH2:14][N:13]([CH3:16])[CH2:12][CH2:11]2)=[O:9])[N:3]=1)=[O:21]. The yield is 0.940. (2) The reactants are Br[C:2]1[C:10]2[C:5](=[N:6][CH:7]=[CH:8][C:9]=2[O:11][C:12]2[CH:17]=[CH:16][C:15]([N+:18]([O-:20])=[O:19])=[CH:14][C:13]=2[F:21])[N:4]([CH2:22][O:23][CH2:24][CH2:25][Si:26]([CH3:29])([CH3:28])[CH3:27])[CH:3]=1.[N:30]1[CH:35]=[CH:34][C:33](B(O)O)=[CH:32][CH:31]=1.C(O)C.P([O-])([O-])([O-])=O.[K+].[K+].[K+]. The catalyst is C1(C)C=CC=CC=1.CCOC(C)=O. The product is [F:21][C:13]1[CH:14]=[C:15]([N+:18]([O-:20])=[O:19])[CH:16]=[CH:17][C:12]=1[O:11][C:9]1[CH:8]=[CH:7][N:6]=[C:5]2[N:4]([CH2:22][O:23][CH2:24][CH2:25][Si:26]([CH3:29])([CH3:28])[CH3:27])[CH:3]=[C:2]([C:33]3[CH:34]=[CH:35][N:30]=[CH:31][CH:32]=3)[C:10]=12. The yield is 0.490. (3) The reactants are [Cl:1][C:2]1[CH:7]=[C:6]([Cl:8])[CH:5]=[CH:4][C:3]=1[N:9]1[C:17]2[CH2:16][CH2:15][N:14]([N:18]3[CH2:23][CH2:22][CH2:21][CH2:20][CH2:19]3)[C:13](=[O:24])[C:12]=2[C:11]([CH3:25])=[CH:10]1.[Br:26]N1C(=O)CCC1=O.O. The catalyst is CN(C=O)C. The product is [Br:26][C:10]1[N:9]([C:3]2[CH:4]=[CH:5][C:6]([Cl:8])=[CH:7][C:2]=2[Cl:1])[C:17]2[CH2:16][CH2:15][N:14]([N:18]3[CH2:19][CH2:20][CH2:21][CH2:22][CH2:23]3)[C:13](=[O:24])[C:12]=2[C:11]=1[CH3:25]. The yield is 0.750. (4) The product is [Cl:1][C:2]1[N:11]=[C:10]([N:21]([CH2:22][CH3:23])[CH3:20])[C:9]2[CH2:8][CH2:7][CH2:6][CH:5]([C:13]3[CH:18]=[CH:17][C:16]([F:19])=[CH:15][CH:14]=3)[C:4]=2[N:3]=1. The catalyst is CO. The reactants are [Cl:1][C:2]1[N:11]=[C:10](Cl)[C:9]2[CH2:8][CH2:7][CH2:6][CH:5]([C:13]3[CH:18]=[CH:17][C:16]([F:19])=[CH:15][CH:14]=3)[C:4]=2[N:3]=1.[CH3:20][NH:21][CH2:22][CH3:23]. The yield is 1.00.